From a dataset of Reaction yield outcomes from USPTO patents with 853,638 reactions. Predict the reaction yield, written as a fraction of the theoretical maximum amount of product (1.0 means a 100% yield; for example, 0.34 means a 34% yield). The reactants are [CH2:1]([N:8]1[CH2:13][CH2:12][C:11](=[CH:14][C:15]2[CH:22]=[CH:21][C:18]([C:19]#[N:20])=[CH:17][CH:16]=2)[CH2:10][CH2:9]1)[C:2]1[CH:7]=[CH:6][CH:5]=[CH:4][CH:3]=1.C(Cl)(Cl)Cl.Cl.[CH2:28]([OH:30])[CH3:29]. No catalyst specified. The product is [CH2:28]([O:30][C:19](=[NH:20])[C:18]1[CH:17]=[CH:16][C:15]([CH:14]=[C:11]2[CH2:12][CH2:13][N:8]([CH2:1][C:2]3[CH:3]=[CH:4][CH:5]=[CH:6][CH:7]=3)[CH2:9][CH2:10]2)=[CH:22][CH:21]=1)[CH3:29]. The yield is 0.924.